This data is from Drug-target binding data from BindingDB using IC50 measurements. The task is: Regression. Given a target protein amino acid sequence and a drug SMILES string, predict the binding affinity score between them. We predict pIC50 (pIC50 = -log10(IC50 in M); higher means more potent). Dataset: bindingdb_ic50. (1) The small molecule is Cc1ccc(NC(=O)c2ccc(CN3CCN(C)CC3)cc2)cc1Nc1nccc(-c2cccnc2)n1. The target protein sequence is HSDSISSLASEREYITSLDLSANELRDIDALSQKCCISVHLEHLEKLELHQNALTSFPQQLCETLKSLTHLDLHSNKFTSFPSYLLKMSCIANLDVSRNDIGPSVVLDPTVKCPTLKQFNLSYNQLSFVPENLTDVVEKLEQLILEGNKISGICSPLRLKELKILNLSKNHISSLSENFLEACPKVESFSARMNFLAAMPFLPPSMTILKLSQNKFSCIPEAILNLPHLRSLDMSSNDIQYLPGPAHWKSLNLRELLFSHNQISILDLSEKAYLWSRVEKLHLSHNKLKEIPPEIGCLENLTSLDVSYNLELRSFPNEMGKLSKIWDLPLDELHLNFDFKHIGCKAKDIIRFLQQRLKKAVPYNRMKLMIVGNTGSGKTTLLQQLMKTKKSDLGMQSATVGIDVKDWPIQIRDKRKRDLVLNVWDFAGREEFYSTHPHFMTQRALYLAVYDLSKGQAEVDAMKPWLFNIKARASSSPVILVGTHLDVSDEKQRKACMSKI.... The pIC50 is 4.0. (2) The small molecule is COC1Cc2ccccc2C2(CCN(Cc3ccccc3)CC2)O1. The target protein (Q61603) has sequence MTTLVPASLFLLLWTLPGKVLLSVALAKEDVKSGLKGSQPMSPSDFLDKLMGRTSGYDARIRPNFKGPPVNVTCNIFINSFGSVTETTMDYRVNVFLRQQWNDPRLAYREYPDDSLDLDPSMLDSIWKPDLFFANEKGANFHEVTTDNKLLRIFKNGNVLYSIRLTLILSCPMDLKNFPMDIQTCTMQLESFGYTMNDLMFEWLEDAPAVQVAEGLTLPQFILRDEKDLGYCTKHYNTGKFTCIEVKFHLERQMGYYLIQMYIPSLLIVILSWVSFWINMDAAPARVGLGITTVLTMTTQSSGSRASLPKVSYVKAIDIWMAVCLLFVFAALLEYAAVNFVSRQHKEFMRLRRRQRRQRMEEDIIRESRFYFRGYGLGHCLQARDGGPMEGSSIYSPQPPTPLLKEGETMRKLYVDRAKRIDTISRAVFPFTFLVFNIFYWVVYKVLRSEDIHQAL. The pIC50 is 5.0. (3) The compound is C[C@H]1C/C=C/CCCCC(=O)Cc2c(Cl)c(O)cc(O)c2C(=O)O1. The target protein (P02829) has sequence MASETFEFQAEITQLMSLIINTVYSNKEIFLRELISNASDALDKIRYKSLSDPKQLETEPDLFIRITPKPEQKVLEIRDSGIGMTKAELINNLGTIAKSGTKAFMEALSAGADVSMIGQFGVGFYSLFLVADRVQVISKSNDDEQYIWESNAGGSFTVTLDEVNERIGRGTILRLFLKDDQLEYLEEKRIKEVIKRHSEFVAYPIQLVVTKEVEKEVPIPEEEKKDEEKKDEEKKDEDDKKPKLEEVDEEEEKKPKTKKVKEEVQEIEELNKTKPLWTRNPSDITQEEYNAFYKSISNDWEDPLYVKHFSVEGQLEFRAILFIPKRAPFDLFESKKKKNNIKLYVRRVFITDEAEDLIPEWLSFVKGVVDSEDLPLNLSREMLQQNKIMKVIRKNIVKKLIEAFNEIAEDSEQFEKFYSAFSKNIKLGVHEDTQNRAALAKLLRYNSTKSVDELTSLTDYVTRMPEHQKNIYYITGESLKAVEKSPFLDALKAKNFEVLF.... The pIC50 is 5.5. (4) The drug is O=C1NCN(c2ccccc2)C12CCN([C@H]1CCCC[C@@]1(O)c1ccccc1)CC2. The target protein (P41146) has sequence MEPLFPAPFWEVIYGSHLQGNLSLLSPNHSLLPPHLLLNASHGAFLPLGLKVTIVGLYLAVCVGGLLGNCLVMYVILRHTKMKTATNIYIFNLALADTLVLLTLPFQGTDILLGFWPFGNALCKTVIAIDYYNMFTSTFTLTAMSVDRYVAICHPIRALDVRTSSKAQAVNVAIWALASVVGVPVAIMGSAQVEDEEIECLVEIPTPQDYWGPVFAICIFLFSFIVPVLVISVCYSLMIRRLRGVRLLSGSREKDRNLRRITRLVLVVVAVFVGCWTPVQVFVLAQGLGVQPSSETAVAILRFCTALGYVNSCLNPILYAFLDENFKACFRKFCCASALRRDVQVSDRVRSIAKDVALACKTSETVPRPA. The pIC50 is 6.9.